Regression/Classification. Given a drug SMILES string, predict its absorption, distribution, metabolism, or excretion properties. Task type varies by dataset: regression for continuous measurements (e.g., permeability, clearance, half-life) or binary classification for categorical outcomes (e.g., BBB penetration, CYP inhibition). Dataset: cyp2c19_veith. From a dataset of CYP2C19 inhibition data for predicting drug metabolism from PubChem BioAssay. The compound is COc1ncc2nc(-c3cc(F)cc(F)c3)c(=O)n(C)c2n1. The result is 0 (non-inhibitor).